From a dataset of Full USPTO retrosynthesis dataset with 1.9M reactions from patents (1976-2016). Predict the reactants needed to synthesize the given product. (1) Given the product [OH:1][C@:2]1([CH3:28])[CH2:19][CH2:18][C@@:17]2([CH3:20])[C@@H:4]([CH2:5][CH2:6][C@@H:7]3[C@@H:16]2[CH2:15][CH2:14][C@@:12]2([CH3:13])[C@H:8]3[CH2:9][CH2:10][C@@H:11]2[C:21]2[O:25][N:24]=[C:23]([CH:26]=[O:27])[CH:22]=2)[CH2:3]1, predict the reactants needed to synthesize it. The reactants are: [OH:1][C@:2]1([CH3:28])[CH2:19][CH2:18][C@@:17]2([CH3:20])[C@@H:4]([CH2:5][CH2:6][C@@H:7]3[C@@H:16]2[CH2:15][CH2:14][C@@:12]2([CH3:13])[C@H:8]3[CH2:9][CH2:10][C@@H:11]2[C:21]2[O:25][N:24]=[C:23]([CH2:26][OH:27])[CH:22]=2)[CH2:3]1.CC([O-])=O.[Na+].C1C=C[NH+]=CC=1.[O-][Cr](Cl)(=O)=O. (2) Given the product [Cl:15][C:16]1[CH:17]=[CH:18][C:19]([CH2:22][C:23]2[C:31]3[C:26](=[N:27][CH:28]=[C:29]([NH:32][C:33](=[O:49])[C:34]4[C:39]([F:40])=[CH:38][CH:37]=[C:36]([NH:41][S:42]([CH2:45][CH2:46][CH3:47])(=[O:44])=[O:43])[C:35]=4[F:48])[CH:30]=3)[NH:25][CH:24]=2)=[CH:20][CH:21]=1, predict the reactants needed to synthesize it. The reactants are: C([SiH](CC)CC)C.FC(F)(F)C(O)=O.[Cl:15][C:16]1[CH:21]=[CH:20][C:19]([CH:22](O)[C:23]2[C:31]3[C:26](=[N:27][CH:28]=[C:29]([NH:32][C:33](=[O:49])[C:34]4[C:39]([F:40])=[CH:38][CH:37]=[C:36]([NH:41][S:42]([CH2:45][CH2:46][CH3:47])(=[O:44])=[O:43])[C:35]=4[F:48])[CH:30]=3)[NH:25][CH:24]=2)=[CH:18][CH:17]=1. (3) Given the product [Br:1][C:2]1[CH:3]=[C:4]([CH:9]([NH:11][C:12](=[O:13])[O:14][C:15]([CH3:18])([CH3:17])[CH3:16])[CH3:10])[CH:5]=[C:6]([F:8])[CH:7]=1, predict the reactants needed to synthesize it. The reactants are: [Br:1][C:2]1[CH:3]=[C:4]([CH:9]([NH2:11])[CH3:10])[CH:5]=[C:6]([F:8])[CH:7]=1.[C:12](O[C:12]([O:14][C:15]([CH3:18])([CH3:17])[CH3:16])=[O:13])([O:14][C:15]([CH3:18])([CH3:17])[CH3:16])=[O:13].C(N(CC)CC)C. (4) Given the product [C:7]([C:9]1[CH:10]=[CH:11][C:12]([CH2:15][CH2:16][N:17]2[CH2:18][CH2:19][C:20]([CH2:24][S:25]([C:26]3[CH:27]=[CH:28][C:29]([C:30]([O:32][CH3:33])=[O:31])=[CH:34][CH:35]=3)=[O:37])([OH:23])[CH2:21][CH2:22]2)=[CH:13][CH:14]=1)#[N:8], predict the reactants needed to synthesize it. The reactants are: I([O-])(=O)(=O)=O.[Na+].[C:7]([C:9]1[CH:14]=[CH:13][C:12]([CH2:15][CH2:16][N:17]2[CH2:22][CH2:21][C:20]([CH2:24][S:25][C:26]3[CH:35]=[CH:34][C:29]([C:30]([O:32][CH3:33])=[O:31])=[CH:28][CH:27]=3)([OH:23])[CH2:19][CH2:18]2)=[CH:11][CH:10]=1)#[N:8].C(=O)([O-])[O-:37].[K+].[K+].C(OCC)(=O)C.